This data is from NCI-60 drug combinations with 297,098 pairs across 59 cell lines. The task is: Regression. Given two drug SMILES strings and cell line genomic features, predict the synergy score measuring deviation from expected non-interaction effect. (1) Drug 2: C#CCC(CC1=CN=C2C(=N1)C(=NC(=N2)N)N)C3=CC=C(C=C3)C(=O)NC(CCC(=O)O)C(=O)O. Cell line: NCI-H522. Synergy scores: CSS=50.7, Synergy_ZIP=2.44, Synergy_Bliss=-0.963, Synergy_Loewe=-30.8, Synergy_HSA=-2.03. Drug 1: CC1=C(C(CCC1)(C)C)C=CC(=CC=CC(=CC(=O)O)C)C. (2) Drug 1: CN1CCC(CC1)COC2=C(C=C3C(=C2)N=CN=C3NC4=C(C=C(C=C4)Br)F)OC. Drug 2: C1=NC(=NC(=O)N1C2C(C(C(O2)CO)O)O)N. Cell line: RXF 393. Synergy scores: CSS=15.7, Synergy_ZIP=-5.78, Synergy_Bliss=0.137, Synergy_Loewe=-2.80, Synergy_HSA=2.12. (3) Drug 1: CC1=C(C=C(C=C1)NC2=NC=CC(=N2)N(C)C3=CC4=NN(C(=C4C=C3)C)C)S(=O)(=O)N.Cl. Drug 2: CN1CCC(CC1)COC2=C(C=C3C(=C2)N=CN=C3NC4=C(C=C(C=C4)Br)F)OC. Cell line: A498. Synergy scores: CSS=11.5, Synergy_ZIP=-3.47, Synergy_Bliss=3.24, Synergy_Loewe=-9.12, Synergy_HSA=0.108. (4) Drug 1: CC1=C(C=C(C=C1)NC2=NC=CC(=N2)N(C)C3=CC4=NN(C(=C4C=C3)C)C)S(=O)(=O)N.Cl. Drug 2: CC1=CC2C(CCC3(C2CCC3(C(=O)C)OC(=O)C)C)C4(C1=CC(=O)CC4)C. Cell line: SR. Synergy scores: CSS=25.1, Synergy_ZIP=8.07, Synergy_Bliss=9.96, Synergy_Loewe=8.54, Synergy_HSA=9.80.